This data is from Forward reaction prediction with 1.9M reactions from USPTO patents (1976-2016). The task is: Predict the product of the given reaction. The product is: [CH:62]1[C:61]([NH:60]/[C:59](/[NH2:68])=[N:58]/[C:57]([NH2:69])=[N:56][CH2:55][CH2:54][CH2:53][CH2:52][CH2:51][CH2:50][N:49]=[C:48]([NH2:70])/[N:47]=[C:46](\[NH2:71])/[NH:45][C:44]2[CH:43]=[CH:42][C:41]([Cl:72])=[CH:40][CH:39]=2)=[CH:66][CH:65]=[C:64]([Cl:67])[CH:63]=1. Given the reactants CCCCCCCC/C=C\CCCCCCCC(OC[C@@H](O)[C@H]1OC[C@H](O)[C@H]1O)=O.CC(O)=O.CC(O)=O.[CH:39]1[C:44]([NH:45]/[C:46](/[NH2:71])=[N:47]/[C:48]([NH2:70])=[N:49][CH2:50][CH2:51][CH2:52][CH2:53][CH2:54][CH2:55][N:56]=[C:57]([NH2:69])/[N:58]=[C:59](\[NH2:68])/[NH:60][C:61]2[CH:66]=[CH:65][C:64]([Cl:67])=[CH:63][CH:62]=2)=[CH:43][CH:42]=[C:41]([Cl:72])[CH:40]=1.CCO[Si](OCC)(OCC)OCC.Cl.C1C2C(CCCC2)CCC1.O, predict the reaction product.